Dataset: Peptide-MHC class I binding affinity with 185,985 pairs from IEDB/IMGT. Task: Regression. Given a peptide amino acid sequence and an MHC pseudo amino acid sequence, predict their binding affinity value. This is MHC class I binding data. (1) The peptide sequence is APGKGLEWV. The MHC is HLA-B07:02 with pseudo-sequence HLA-B07:02. The binding affinity (normalized) is 0.272. (2) The peptide sequence is VMCSISLTY. The MHC is HLA-A32:01 with pseudo-sequence HLA-A32:01. The binding affinity (normalized) is 0.780. (3) The peptide sequence is IPRLLRTFL. The MHC is HLA-A26:01 with pseudo-sequence HLA-A26:01. The binding affinity (normalized) is 0.0847. (4) The peptide sequence is EIYKRWII. The MHC is HLA-A23:01 with pseudo-sequence HLA-A23:01. The binding affinity (normalized) is 0.0558. (5) The peptide sequence is DMSHLKVALY. The MHC is HLA-A33:01 with pseudo-sequence HLA-A33:01. The binding affinity (normalized) is 0.113. (6) The peptide sequence is CVFAYVGCY. The MHC is HLA-A03:01 with pseudo-sequence HLA-A03:01. The binding affinity (normalized) is 0.0884. (7) The peptide sequence is SEAAYAKKI. The MHC is Mamu-B03 with pseudo-sequence Mamu-B03. The binding affinity (normalized) is 0. (8) The peptide sequence is ISKKAKGWF. The MHC is HLA-A30:02 with pseudo-sequence HLA-A30:02. The binding affinity (normalized) is 0.322. (9) The peptide sequence is MLIPTAMAF. The MHC is HLA-B35:01 with pseudo-sequence HLA-B35:01. The binding affinity (normalized) is 0.441.